Dataset: Forward reaction prediction with 1.9M reactions from USPTO patents (1976-2016). Task: Predict the product of the given reaction. Given the reactants [C:1]1([C:7]2[C:20]3[C:15](=[CH:16][CH:17]=[CH:18][CH:19]=3)[C:14]([C:21]3[CH:22]=[C:23]4[C:27](=[CH:28][CH:29]=3)[NH:26][C:25]3[N:30]=[CH:31][CH:32]=[CH:33][C:24]4=3)=[C:13]3[C:8]=2[CH:9]=[CH:10][CH:11]=[CH:12]3)[CH:6]=[CH:5][CH:4]=[CH:3][CH:2]=1.[I:34][C:35]1[CH:40]=[CH:39][CH:38]=[C:37](I)[CH:36]=1.[O-]P([O-])([O-])=O.[K+].[K+].[K+], predict the reaction product. The product is: [I:34][C:35]1[CH:36]=[C:37]([N:26]2[C:27]3[C:23](=[CH:22][C:21]([C:14]4[C:13]5[C:8]([C:7]([C:1]6[CH:2]=[CH:3][CH:4]=[CH:5][CH:6]=6)=[C:20]6[C:15]=4[CH:16]=[CH:17][CH:18]=[CH:19]6)=[CH:9][CH:10]=[CH:11][CH:12]=5)=[CH:29][CH:28]=3)[C:24]3[CH:33]=[CH:32][CH:31]=[N:30][C:25]2=3)[CH:38]=[CH:39][CH:40]=1.